This data is from Full USPTO retrosynthesis dataset with 1.9M reactions from patents (1976-2016). The task is: Predict the reactants needed to synthesize the given product. (1) Given the product [C:1]1([C:7]([CH2:14][CH2:15][CH3:16])([CH2:11][CH2:12][CH3:13])[C:8]([Cl:25])=[O:9])[CH:6]=[CH:5][CH:4]=[CH:3][CH:2]=1, predict the reactants needed to synthesize it. The reactants are: [C:1]1([C:7]([CH2:14][CH2:15][CH3:16])([CH2:11][CH2:12][CH3:13])[C:8](O)=[O:9])[CH:6]=[CH:5][CH:4]=[CH:3][CH:2]=1.CN(C)C=O.C(Cl)(=O)C([Cl:25])=O. (2) Given the product [CH3:9][N:10]1[C@@H:15]2[C@@H:16]3[O:18][C@H:17]3[C@H:11]1[CH2:12][C@@H:13]([O:19][C:20]([C@@H:22]([C:25]1[CH:26]=[CH:27][CH:28]=[CH:29][CH:30]=1)[CH2:23][OH:24])=[O:21])[CH2:14]2, predict the reactants needed to synthesize it. The reactants are: C(O)[C@@H]([C@@H](CO)O)O.[CH3:9][N:10]1[C@@H:15]2[C@@H:16]3[O:18][C@@H:17]3[C@H:11]1[CH2:12][CH:13]([O:19][C:20]([C@@H:22]([C:25]1[CH:30]=[CH:29][CH:28]=[CH:27][CH:26]=1)[CH2:23][OH:24])=[O:21])[CH2:14]2. (3) Given the product [CH:11]1([CH:16]([CH2:19][CH:20]=[CH2:21])[CH:17]=[O:18])[CH2:15][CH2:14][CH2:13][CH2:12]1, predict the reactants needed to synthesize it. The reactants are: CS(C)=O.C(Cl)(=O)C(Cl)=O.[CH:11]1([CH:16]([CH2:19][CH:20]=[CH2:21])[CH2:17][OH:18])[CH2:15][CH2:14][CH2:13][CH2:12]1.C(N(CC)CC)C.Cl. (4) The reactants are: [CH3:1][CH2:2][OH:3].CC(Cl)=O.[CH2:8]([O:15][C:16]([N:18]1[CH2:22][CH2:21][CH2:20][CH:19]1[C:23]#[N:24])=[O:17])[C:9]1[CH:14]=[CH:13][CH:12]=[CH:11][CH:10]=1. Given the product [CH2:8]([O:15][C:16]([N:18]1[CH2:22][CH2:21][CH2:20][CH:19]1[C:23]([O:3][CH2:2][CH3:1])=[NH:24])=[O:17])[C:9]1[CH:10]=[CH:11][CH:12]=[CH:13][CH:14]=1, predict the reactants needed to synthesize it. (5) Given the product [OH:32][C:33]([C:36]1[CH:41]=[C:40]([C:42]([F:43])([F:44])[F:45])[N:39]=[C:38]([O:46][C@@H:47]2[CH2:52][CH2:51][C@H:50]([N:25]3[CH2:24][C:23]([CH2:27][C:28]#[N:29])([N:21]4[CH:22]=[C:18]([C:17]5[C:12]6[CH:11]=[CH:10][N:9]([CH2:8][O:7][CH2:6][CH2:5][Si:4]([CH3:30])([CH3:3])[CH3:31])[C:13]=6[N:14]=[CH:15][N:16]=5)[CH:19]=[N:20]4)[CH2:26]3)[CH2:49][CH2:48]2)[CH:37]=1)([CH3:34])[CH3:35], predict the reactants needed to synthesize it. The reactants are: Cl.Cl.[CH3:3][Si:4]([CH3:31])([CH3:30])[CH2:5][CH2:6][O:7][CH2:8][N:9]1[C:13]2[N:14]=[CH:15][N:16]=[C:17]([C:18]3[CH:19]=[N:20][N:21]([C:23]4([CH2:27][C:28]#[N:29])[CH2:26][NH:25][CH2:24]4)[CH:22]=3)[C:12]=2[CH:11]=[CH:10]1.[OH:32][C:33]([C:36]1[CH:41]=[C:40]([C:42]([F:45])([F:44])[F:43])[N:39]=[C:38]([O:46][CH:47]2[CH2:52][CH2:51][C:50](=O)[CH2:49][CH2:48]2)[CH:37]=1)([CH3:35])[CH3:34].C(O[BH-](OC(=O)C)OC(=O)C)(=O)C.[Na+].